From a dataset of HIV replication inhibition screening data with 41,000+ compounds from the AIDS Antiviral Screen. Binary Classification. Given a drug SMILES string, predict its activity (active/inactive) in a high-throughput screening assay against a specified biological target. (1) The molecule is CC(C)(C)OC(=O)NCCNC(=O)CN(CC(=O)O)C1CCCCC1N(CC(=O)O)CC(=O)O. The result is 0 (inactive). (2) The drug is COc1cccc2c1C(=O)c1c(O)c3c(c(O)c1C2=O)CC(O)(C(C)=O)CC3OC1CC(O)C(O)C(C)O1. The result is 0 (inactive).